Dataset: Forward reaction prediction with 1.9M reactions from USPTO patents (1976-2016). Task: Predict the product of the given reaction. (1) Given the reactants [Cl:1][C:2]1[N:3]=[C:4]([C:9]([OH:11])=O)[NH:5][C:6]=1[CH2:7][CH3:8].S(Cl)(Cl)=O.[NH2:16][C:17]1[CH:22]=[CH:21][C:20]([C:23]2[S:24][C:25]([C:29]([O:31][CH2:32][CH3:33])=[O:30])=[C:26]([CH3:28])[N:27]=2)=[CH:19][CH:18]=1, predict the reaction product. The product is: [Cl:1][C:2]1[N:3]=[C:4]([C:9]([NH:16][C:17]2[CH:18]=[CH:19][C:20]([C:23]3[S:24][C:25]([C:29]([O:31][CH2:32][CH3:33])=[O:30])=[C:26]([CH3:28])[N:27]=3)=[CH:21][CH:22]=2)=[O:11])[NH:5][C:6]=1[CH2:7][CH3:8]. (2) Given the reactants [CH:1]([O:3][CH2:4][CH2:5][O:6][CH2:7][CH2:8][O:9][CH2:10][CH2:11][O:12][CH2:13][CH2:14][O:15][CH2:16][CH2:17][O:18][CH2:19][CH2:20][O:21][CH2:22][CH2:23][OH:24])=[CH2:2].[OH-].[Na+].[CH3:27]I, predict the reaction product. The product is: [CH:1]([O:3][CH2:4][CH2:5][O:6][CH2:7][CH2:8][O:9][CH2:10][CH2:11][O:12][CH2:13][CH2:14][O:15][CH2:16][CH2:17][O:18][CH2:19][CH2:20][O:21][CH2:22][CH2:23][O:24][CH3:27])=[CH2:2]. (3) Given the reactants [CH:1]1([N:7]2[CH2:11][CH2:10][CH:9]([CH2:12][C:13]3[CH:18]=[CH:17][CH:16]=[CH:15][C:14]=3[NH:19][C:20](=[O:22])[CH3:21])[C:8]2=[O:23])[CH2:6][CH2:5][CH2:4][CH2:3][CH2:2]1.[H-].[Na+].[CH3:26]I, predict the reaction product. The product is: [CH:1]1([N:7]2[CH2:11][CH2:10][CH:9]([CH2:12][C:13]3[CH:18]=[CH:17][CH:16]=[CH:15][C:14]=3[N:19]([CH3:26])[C:20](=[O:22])[CH3:21])[C:8]2=[O:23])[CH2:2][CH2:3][CH2:4][CH2:5][CH2:6]1.